Dataset: Forward reaction prediction with 1.9M reactions from USPTO patents (1976-2016). Task: Predict the product of the given reaction. (1) Given the reactants [CH:1]1([S:4]([N:7]2[CH2:12][CH2:11][N:10]([C:13]3[CH:18]=[CH:17][C:16](/[CH:19]=[CH:20]/[C:21]4[CH:26]=[C:25]([C:27]5[CH:32]=[CH:31][N:30]=[CH:29][CH:28]=5)[CH:24]=[C:23](F)[CH:22]=4)=[CH:15][CH:14]=3)[CH2:9][CH2:8]2)(=[O:6])=[O:5])CC1.CS([Cl:38])(=O)=O.C1(S(Cl)(=O)=O)CC1.ClC1C=C(C=C(C2C=CN=CC=2)C=1)/C=C/C1C=CC(N2CCNCC2)=CC=1.FC1C=C(C=C(C2C=CN=CC=2)C=1)/C=C/C1C=CC(N2CCNCC2)=CC=1, predict the reaction product. The product is: [Cl:38][C:23]1[CH:22]=[C:21]([CH:26]=[C:25]([C:27]2[CH:32]=[CH:31][N:30]=[CH:29][CH:28]=2)[CH:24]=1)/[CH:20]=[CH:19]/[C:16]1[CH:17]=[CH:18][C:13]([N:10]2[CH2:11][CH2:12][N:7]([S:4]([CH3:1])(=[O:6])=[O:5])[CH2:8][CH2:9]2)=[CH:14][CH:15]=1. (2) Given the reactants [Cl:1][CH2:2][C:3](=[O:10])[CH2:4][C:5]([O:7][CH2:8][CH3:9])=[O:6], predict the reaction product. The product is: [Cl:1][CH2:2][C@H:3]([OH:10])[CH2:4][C:5]([O:7][CH2:8][CH3:9])=[O:6]. (3) Given the reactants [NH2:1][C:2]1[C:3]([NH:12][CH2:13][CH2:14][CH2:15][CH2:16][OH:17])=[C:4]([CH:9]=[CH:10][CH:11]=1)[C:5]([O:7][CH3:8])=[O:6].[Cl:18]N1C(=O)CCC1=O, predict the reaction product. The product is: [NH2:1][C:2]1[C:3]([NH:12][CH2:13][CH2:14][CH2:15][CH2:16][OH:17])=[C:4]([CH:9]=[CH:10][C:11]=1[Cl:18])[C:5]([O:7][CH3:8])=[O:6]. (4) Given the reactants C(OC(=O)[NH:7][CH2:8][CH2:9][N:10]([C:16]1[O:17][C:18]2[CH:24]=[CH:23][C:22]([Cl:25])=[CH:21][C:19]=2[N:20]=1)[CH2:11][CH2:12][C:13](=[O:15])[CH3:14])(C)(C)C.Cl, predict the reaction product. The product is: [NH2:7][CH2:8][CH2:9][N:10]([C:16]1[O:17][C:18]2[CH:24]=[CH:23][C:22]([Cl:25])=[CH:21][C:19]=2[N:20]=1)[CH2:11][CH2:12][C:13](=[O:15])[CH3:14]. (5) Given the reactants C[N:2](C(ON1N=NC2C=CC=NC1=2)=[N+](C)C)C.F[P-](F)(F)(F)(F)F.CCN(CC)CC.N.[Cl:33][C:34]1[CH:35]=[C:36]2[C:41](=[CH:42][CH:43]=1)[C:40](=[O:44])[N:39]([C:45]1[CH:46]=[C:47]([O:51][CH2:52][C:53](O)=[O:54])[CH:48]=[N:49][CH:50]=1)[CH2:38][CH2:37]2, predict the reaction product. The product is: [Cl:33][C:34]1[CH:35]=[C:36]2[C:41](=[CH:42][CH:43]=1)[C:40](=[O:44])[N:39]([C:45]1[CH:46]=[C:47]([O:51][CH2:52][C:53]([NH2:2])=[O:54])[CH:48]=[N:49][CH:50]=1)[CH2:38][CH2:37]2.